Dataset: Forward reaction prediction with 1.9M reactions from USPTO patents (1976-2016). Task: Predict the product of the given reaction. (1) Given the reactants C(Cl)(=O)C(Cl)=O.CN([CH:10]=[O:11])C.[C:12]([C:14]1[CH:22]=[CH:21][C:17]([C:18](O)=[O:19])=[C:16]([F:23])[CH:15]=1)#[N:13].C(N(CC)CC)C, predict the reaction product. The product is: [C:12]([C:14]1[CH:22]=[CH:21][C:17]([C:18]([O:11][CH3:10])=[O:19])=[C:16]([F:23])[CH:15]=1)#[N:13]. (2) Given the reactants [C:1]1([S:7]([N:10]2[C:14]3=[N:15][CH:16]=[CH:17][CH:18]=[C:13]3[CH:12]=[C:11]2[C:19](OS(C2C=CC(C)=CC=2)(=O)=O)=[CH:20][CH:21]2[CH2:26][CH2:25][CH2:24][CH2:23][O:22]2)(=[O:9])=[O:8])[CH:6]=[CH:5][CH:4]=[CH:3][CH:2]=1.[CH3:38][S:39]([C:42]1[CH:47]=[CH:46][C:45](B(O)O)=[CH:44][CH:43]=1)(=[O:41])=[O:40].C(=O)([O-])[O-].[Na+].[Na+], predict the reaction product. The product is: [C:1]1([S:7]([N:10]2[C:14]3=[N:15][CH:16]=[CH:17][CH:18]=[C:13]3[CH:12]=[C:11]2[C:19]([C:45]2[CH:46]=[CH:47][C:42]([S:39]([CH3:38])(=[O:41])=[O:40])=[CH:43][CH:44]=2)=[CH:20][CH:21]2[CH2:26][CH2:25][CH2:24][CH2:23][O:22]2)(=[O:9])=[O:8])[CH:6]=[CH:5][CH:4]=[CH:3][CH:2]=1. (3) The product is: [CH3:1][C:2]([C:9]1[CH:14]=[CH:13][C:12]([O:28][CH2:23][CH:25]2[CH2:26][O:27]2)=[CH:11][C:10]=1[O:16][CH2:18][CH:19]1[CH2:22][O:21]1)([CH2:3][C:4]([CH3:7])([CH3:6])[CH3:5])[CH3:8]. Given the reactants [CH3:1][C:2]([C:9]1[CH:14]=[C:13](O)[CH:12]=[CH:11][C:10]=1[OH:16])([CH3:8])[CH2:3][C:4]([CH3:7])([CH3:6])[CH3:5].C[CH2:18][CH:19]([O:21][CH3:22])O.[CH2:23]([CH:25]1[O:27][CH2:26]1)Cl.[OH-:28].[Na+], predict the reaction product. (4) Given the reactants [CH2:1]([O:3][C:4](=[O:31])[CH2:5][CH:6]1[O:10][B:9]([OH:11])[C:8]2[CH:12]=[C:13]([O:24][C:25]3[CH:30]=[N:29][CH:28]=[CH:27][N:26]=3)[CH:14]=[C:15]([O:16]CC3C=CC=CC=3)[C:7]1=2)[CH3:2], predict the reaction product. The product is: [CH2:1]([O:3][C:4](=[O:31])[CH2:5][CH:6]1[O:10][B:9]([OH:11])[C:8]2[CH:12]=[C:13]([O:24][C:25]3[CH:30]=[N:29][CH:28]=[CH:27][N:26]=3)[CH:14]=[C:15]([OH:16])[C:7]1=2)[CH3:2]. (5) The product is: [CH3:15][O:14][C:13]1[C:12]([O:16][CH3:17])=[CH:11][C:10]2=[C:5]3[C:4]=1[CH2:1][CH:2]([OH:27])[N:18]([C:19]1[CH:24]=[CH:23][CH:22]=[C:21]([Br:25])[CH:20]=1)[C:6]3=[N:7][CH:8]=[N:9]2. Given the reactants [CH2:1]([C:4]1[C:13]([O:14][CH3:15])=[C:12]([O:16][CH3:17])[CH:11]=[C:10]2[C:5]=1[C:6]([NH:18][C:19]1[CH:24]=[CH:23][CH:22]=[C:21]([Br:25])[CH:20]=1)=[N:7][CH:8]=[N:9]2)[CH:2]=C.C[OH:27], predict the reaction product. (6) Given the reactants [C:1]([C:3]1[CH:4]=[C:5]([N:10]2[C:19]3[C:14](=[CH:15][CH:16]=[CH:17][CH:18]=3)[CH2:13][N:12]([CH2:20][CH:21]3[CH2:26][CH2:25][N:24]([C:27](OC(C)(C)C)=O)[CH2:23][CH2:22]3)[C:11]2=[O:34])[CH:6]=[CH:7][C:8]=1[F:9])#[N:2].[Cl:35][C:36]1[N:46]=[CH:45][C:39]2[N:40]=[CH:41][NH:42]C(=O)[C:38]=2[CH:37]=1, predict the reaction product. The product is: [Cl:35][C:36]1[N:46]=[CH:45][C:39]2[N:40]=[CH:41][N:42]=[C:27]([N:24]3[CH2:23][CH2:22][CH:21]([CH2:20][N:12]4[CH2:13][C:14]5[C:19](=[CH:18][CH:17]=[CH:16][CH:15]=5)[N:10]([C:5]5[CH:6]=[CH:7][C:8]([F:9])=[C:3]([CH:4]=5)[C:1]#[N:2])[C:11]4=[O:34])[CH2:26][CH2:25]3)[C:38]=2[CH:37]=1.